From a dataset of Reaction yield outcomes from USPTO patents with 853,638 reactions. Predict the reaction yield, written as a fraction of the theoretical maximum amount of product (1.0 means a 100% yield; for example, 0.34 means a 34% yield). (1) The reactants are [NH:1]1[CH:5]=[C:4]([C:6]2[CH:7]=[N:8][C:9]([C:12]3[CH:17]=[CH:16][CH:15]=[CH:14][CH:13]=3)=[N:10][CH:11]=2)[N:3]=[CH:2]1.C(=O)([O-])[O-].[K+].[K+].[CH2:24](Br)[C:25]1[CH:30]=[CH:29][CH:28]=[CH:27][CH:26]=1. The catalyst is CN(C)C=O.ClCCl. The yield is 0.360. The product is [CH2:24]([N:1]1[CH:5]=[C:4]([C:6]2[CH:11]=[N:10][C:9]([C:12]3[CH:17]=[CH:16][CH:15]=[CH:14][CH:13]=3)=[N:8][CH:7]=2)[N:3]=[CH:2]1)[C:25]1[CH:30]=[CH:29][CH:28]=[CH:27][CH:26]=1. (2) The reactants are F[C:2]1[CH:3]=[C:4]2[C:8](=[CH:9][CH:10]=1)[N:7]([CH2:11][C:12]([O:14][CH3:15])=[O:13])[C:6]([CH3:16])=[C:5]2CC1C=NC(OC)=CC=1.[Cl:26]C1C=C2C(=CC=1)NC(C)=C2.[H-].[Na+].BrCC(OC)=O. No catalyst specified. The product is [Cl:26][C:2]1[CH:3]=[C:4]2[C:8](=[CH:9][CH:10]=1)[N:7]([CH2:11][C:12]([O:14][CH3:15])=[O:13])[C:6]([CH3:16])=[CH:5]2. The yield is 0.500. (3) The reactants are [F:1][B-:2]([F:5])([F:4])[F:3].[C:6]1([C:12]2[CH:17]=[C:16]([C:18]3[CH:23]=[CH:22][CH:21]=[CH:20][CH:19]=3)[CH:15]=[C:14]([C:24]3[CH:29]=[CH:28][CH:27]=[CH:26][CH:25]=3)[O+]=2)[CH:11]=[CH:10][CH:9]=[CH:8][CH:7]=1.[O:30]([C:37]1[CH:43]=[CH:42][C:40]([NH2:41])=[CH:39][CH:38]=1)[C:31]1[CH:36]=[CH:35][CH:34]=[CH:33][CH:32]=1. The catalyst is C(O)C. The product is [F:1][B-:2]([F:5])([F:4])[F:3].[O:30]([C:37]1[CH:38]=[CH:39][C:40]([N+:41]2[C:14]([C:24]3[CH:29]=[CH:28][CH:27]=[CH:26][CH:25]=3)=[CH:15][C:16]([C:18]3[CH:19]=[CH:20][CH:21]=[CH:22][CH:23]=3)=[CH:17][C:12]=2[C:6]2[CH:11]=[CH:10][CH:9]=[CH:8][CH:7]=2)=[CH:42][CH:43]=1)[C:31]1[CH:32]=[CH:33][CH:34]=[CH:35][CH:36]=1. The yield is 0.950. (4) The reactants are [Cl:1][C:2]1[CH:11]=[C:10]2[C:5]([N:6]=[C:7]([O:20][CH3:21])[C:8](/[CH:12]=[N:13]/[S@@:14]([C:16]([CH3:19])([CH3:18])[CH3:17])=[O:15])=[N:9]2)=[CH:4][CH:3]=1.[CH3:22][Mg]Cl. The catalyst is C(Cl)Cl. The product is [Cl:1][C:2]1[CH:11]=[C:10]2[C:5]([N:6]=[C:7]([O:20][CH3:21])[C:8]([C@H:12]([NH:13][S@@:14]([C:16]([CH3:17])([CH3:18])[CH3:19])=[O:15])[CH3:22])=[N:9]2)=[CH:4][CH:3]=1. The yield is 0.510. (5) The reactants are [CH3:1][O:2][C:3]([NH:5][C@H:6]([C:10]([N:12]1[C@@H:16]([CH3:17])[CH2:15][CH2:14][C@H:13]1[C:18]1[NH:22][C:21]2[C:23]3[C:28]([CH:29]=[CH:30][C:20]=2[N:19]=1)=[CH:27][C:26]1[C:31]2[C:36]([CH2:37][O:38][C:25]=1[CH:24]=3)=[CH:35][C:34]([C:39]1[NH:43][C:42]([C@@H:44]3[CH2:48][C@H:47]([CH2:49][O:50][CH3:51])[CH2:46][N:45]3C(OC(C)(C)C)=O)=[N:41][CH:40]=1)=[CH:33][CH:32]=2)=[O:11])[CH:7]([CH3:9])[CH3:8])=[O:4].[CH3:59][O:60][C@H:61]([CH3:71])[C@H:62]([NH:66][C:67]([O:69][CH3:70])=[O:68])[C:63]([OH:65])=O.CN(C(ON1N=NC2C=CC=NC1=2)=[N+](C)C)C.F[P-](F)(F)(F)(F)F.CN1CCOCC1. The product is [CH3:59][O:60][C@@H:61]([CH3:71])[C@H:62]([NH:66][C:67]([O:69][CH3:70])=[O:68])[C:63]([N:45]1[CH2:46][C@@H:47]([CH2:49][O:50][CH3:51])[CH2:48][C@H:44]1[C:42]1[NH:43][C:39]([C:34]2[CH:35]=[C:36]3[CH2:37][O:38][C:25]4[CH:24]=[C:23]5[C:28]([CH:29]=[CH:30][C:20]6[N:19]=[C:18]([C@@H:13]7[CH2:14][CH2:15][C@H:16]([CH3:17])[N:12]7[C:10](=[O:11])[C@@H:6]([NH:5][C:3](=[O:4])[O:2][CH3:1])[CH:7]([CH3:9])[CH3:8])[NH:22][C:21]=65)=[CH:27][C:26]=4[C:31]3=[CH:32][CH:33]=2)=[CH:40][N:41]=1)=[O:65]. The yield is 0.590. The catalyst is Cl.CCO.CN(C=O)C. (6) The reactants are C1(P(C2C=CC=CC=2)C2C=CC=CC=2)C=CC=CC=1.BrN1C(=O)CCC1=O.[Cl:28][C:29]1[CH:30]=[C:31](/[C:41](=[CH:45]\[CH:46]2[CH2:52][CH2:51][CH2:50][CH2:49][CH2:48][CH2:47]2)/[C:42](O)=[O:43])[CH:32]=[CH:33][C:34]=1[N:35]1[C:39]([CH3:40])=[N:38][N:37]=[N:36]1.[NH2:53][C:54]1[S:55][CH:56]=[CH:57][N:58]=1. The catalyst is C(Cl)Cl. The product is [Cl:28][C:29]1[CH:30]=[C:31](/[C:41](=[CH:45]\[CH:46]2[CH2:52][CH2:51][CH2:50][CH2:49][CH2:48][CH2:47]2)/[C:42]([NH:53][C:54]2[S:55][CH:56]=[CH:57][N:58]=2)=[O:43])[CH:32]=[CH:33][C:34]=1[N:35]1[C:39]([CH3:40])=[N:38][N:37]=[N:36]1. The yield is 0.660.